From a dataset of Forward reaction prediction with 1.9M reactions from USPTO patents (1976-2016). Predict the product of the given reaction. (1) Given the reactants [OH:1][C:2]1[CH:9]=[CH:8][C:5]([CH:6]=[O:7])=[CH:4][CH:3]=1.C([O-])([O-])=O.[K+].[K+].[CH3:16][O:17][C:18]1[CH:25]=[CH:24][C:21]([CH2:22]Cl)=[CH:20][CH:19]=1, predict the reaction product. The product is: [CH3:16][O:17][C:18]1[CH:25]=[CH:24][C:21]([CH2:22][O:1][C:2]2[CH:9]=[CH:8][C:5]([CH:6]=[O:7])=[CH:4][CH:3]=2)=[CH:20][CH:19]=1. (2) Given the reactants [CH:1]1([C:4](=O)[CH2:5][C:6](=O)[C:7]([O:9][CH2:10][CH3:11])=[O:8])[CH2:3][CH2:2]1.[CH3:14][C:15]1[CH:19]=[C:18]([NH2:20])[N:17]([CH:21]([CH3:23])[CH3:22])[N:16]=1, predict the reaction product. The product is: [CH:1]1([C:4]2[CH:5]=[C:6]([C:7]([O:9][CH2:10][CH3:11])=[O:8])[C:19]3[C:15]([CH3:14])=[N:16][N:17]([CH:21]([CH3:23])[CH3:22])[C:18]=3[N:20]=2)[CH2:3][CH2:2]1.